Predict which catalyst facilitates the given reaction. From a dataset of Catalyst prediction with 721,799 reactions and 888 catalyst types from USPTO. (1) Reactant: Cl[C:2]1[CH:7]=[CH:6][C:5]([NH:8][C:9]([NH:11][C:12]2[CH:17]=[CH:16][CH:15]=[C:14]([C:18]3[CH:23]=[CH:22][CH:21]=[C:20]([N:24]4[CH2:28][CH2:27][CH2:26][CH2:25]4)[N:19]=3)[CH:13]=2)=[O:10])=[CH:4][CH:3]=1.[Cl:29]NC1C=CC=CC=1.CCN(C(C)C)C(C)C. Product: [Cl:29][C:4]1[CH:3]=[CH:2][CH:7]=[CH:6][C:5]=1[NH:8][C:9]([NH:11][C:12]1[CH:17]=[CH:16][CH:15]=[C:14]([C:18]2[CH:23]=[CH:22][CH:21]=[C:20]([N:24]3[CH2:25][CH2:26][CH2:27][CH2:28]3)[N:19]=2)[CH:13]=1)=[O:10]. The catalyst class is: 3. (2) Reactant: [CH3:1][O:2][C:3]1[CH:4]=[C:5]2[C:10](=[CH:11][C:12]=1[O:13][CH3:14])[N:9]=[CH:8][CH:7]=[C:6]2[O:15][C:16]1[C:22]([CH3:23])=[CH:21][C:19]([NH2:20])=[C:18]([CH3:24])[CH:17]=1.Cl[C:26](Cl)([O:28]C(=O)OC(Cl)(Cl)Cl)Cl.[CH3:37][CH2:38][CH2:39][CH2:40][CH:41]([OH:46])[CH2:42][CH2:43][CH2:44][CH3:45].C(=O)(O)[O-].[Na+]. Product: [CH3:1][O:2][C:3]1[CH:4]=[C:5]2[C:10](=[CH:11][C:12]=1[O:13][CH3:14])[N:9]=[CH:8][CH:7]=[C:6]2[O:15][C:16]1[C:22]([CH3:23])=[CH:21][C:19]([NH:20][C:26](=[O:28])[O:46][CH:41]([CH2:42][CH2:43][CH2:44][CH3:45])[CH2:40][CH2:39][CH2:38][CH3:37])=[C:18]([CH3:24])[CH:17]=1. The catalyst class is: 208.